This data is from Forward reaction prediction with 1.9M reactions from USPTO patents (1976-2016). The task is: Predict the product of the given reaction. Given the reactants Cl.[CH2:2]([C:4]1[S:24][C:7]2[N:8]=[C:9]([S:18][CH2:19][C:20]([O:22][CH3:23])=[O:21])[N:10]=[C:11]([N:12]3[CH2:17][CH2:16][NH:15][CH2:14][CH2:13]3)[C:6]=2[CH:5]=1)[CH3:3].C(N(C(C)C)CC)(C)C.[CH:34]1[C:43]2[C:38](=[CH:39][CH:40]=[CH:41][CH:42]=2)[CH:37]=[CH:36][C:35]=1[C:44](Cl)=[O:45], predict the reaction product. The product is: [CH2:2]([C:4]1[S:24][C:7]2[N:8]=[C:9]([S:18][CH2:19][C:20]([O:22][CH3:23])=[O:21])[N:10]=[C:11]([N:12]3[CH2:17][CH2:16][N:15]([C:44]([C:35]4[CH:36]=[CH:37][C:38]5[C:43](=[CH:42][CH:41]=[CH:40][CH:39]=5)[CH:34]=4)=[O:45])[CH2:14][CH2:13]3)[C:6]=2[CH:5]=1)[CH3:3].